This data is from Reaction yield outcomes from USPTO patents with 853,638 reactions. The task is: Predict the reaction yield, written as a fraction of the theoretical maximum amount of product (1.0 means a 100% yield; for example, 0.34 means a 34% yield). The reactants are Cl[C:2]1[CH:11]=[C:10]2[C:5]([C:6](=[O:22])[C:7]([C:20]#[N:21])=[CH:8][N:9]2[CH2:12][O:13][CH2:14][CH2:15][Si:16]([CH3:19])([CH3:18])[CH3:17])=[CH:4][C:3]=1[N+:23]([O-:25])=[O:24].[NH2:26][CH2:27][CH2:28][N:29]1[CH2:34][CH2:33][O:32][CH2:31][CH2:30]1. The catalyst is C(#N)C. The product is [N:29]1([CH2:28][CH2:27][NH:26][C:2]2[CH:11]=[C:10]3[C:5]([C:6](=[O:22])[C:7]([C:20]#[N:21])=[CH:8][N:9]3[CH2:12][O:13][CH2:14][CH2:15][Si:16]([CH3:19])([CH3:18])[CH3:17])=[CH:4][C:3]=2[N+:23]([O-:25])=[O:24])[CH2:34][CH2:33][O:32][CH2:31][CH2:30]1. The yield is 0.619.